From a dataset of Reaction yield outcomes from USPTO patents with 853,638 reactions. Predict the reaction yield, written as a fraction of the theoretical maximum amount of product (1.0 means a 100% yield; for example, 0.34 means a 34% yield). The reactants are Br[C:2]1[CH:7]=[CH:6][C:5]([NH:8][C:9]([C:11]2[C:20](=[O:21])[C:19]3[C:14](=[CH:15][CH:16]=[CH:17][CH:18]=3)[NH:13][CH:12]=2)=[O:10])=[C:4]([CH3:22])[CH:3]=1.[C:23]1(B(O)O)[CH2:28][CH2:27][CH2:26][CH2:25][CH:24]=1.C([O-])([O-])=O.[Na+].[Na+].C(#N)C. The catalyst is C(OCC)(=O)C.C1C=CC(P(C2C=CC=CC=2)[C-]2C=CC=C2)=CC=1.C1C=CC(P(C2C=CC=CC=2)[C-]2C=CC=C2)=CC=1.Cl[Pd]Cl.[Fe+2].C(Cl)Cl. The product is [C:23]1([C:2]2[CH:7]=[CH:6][C:5]([NH:8][C:9]([C:11]3[C:20](=[O:21])[C:19]4[C:14](=[CH:15][CH:16]=[CH:17][CH:18]=4)[NH:13][CH:12]=3)=[O:10])=[C:4]([CH3:22])[CH:3]=2)[CH2:28][CH2:27][CH2:26][CH2:25][CH:24]=1. The yield is 0.700.